This data is from Forward reaction prediction with 1.9M reactions from USPTO patents (1976-2016). The task is: Predict the product of the given reaction. (1) Given the reactants S([O:8][S:9]([C:12]([F:15])([F:14])[F:13])(=[O:11])=[O:10])(C(F)(F)F)(=O)=O.[CH3:16][O:17][C:18]1[CH:23]=[CH:22][C:21]([C:24]([F:27])([F:26])[F:25])=[CH:20][C:19]=1[C:28]1[CH2:32][C:31](=O)[N:30]([C@H:34]([C:36]2[CH:46]=[CH:45][C:39]([C:40]([O:42][CH2:43][CH3:44])=[O:41])=[CH:38][CH:37]=2)[CH3:35])[N:29]=1.C(N(CC)CC)C, predict the reaction product. The product is: [CH3:16][O:17][C:18]1[CH:23]=[CH:22][C:21]([C:24]([F:26])([F:27])[F:25])=[CH:20][C:19]=1[C:28]1[CH:32]=[C:31]([O:8][S:9]([C:12]([F:13])([F:14])[F:15])(=[O:10])=[O:11])[N:30]([C@H:34]([C:36]2[CH:37]=[CH:38][C:39]([C:40]([O:42][CH2:43][CH3:44])=[O:41])=[CH:45][CH:46]=2)[CH3:35])[N:29]=1. (2) Given the reactants [F:1][C:2]1[CH:7]=[CH:6][C:5]([C:8]2[C:9]([CH3:14])=[N:10][N:11]([CH3:13])[CH:12]=2)=[CH:4][CH:3]=1.C1C(=O)N([Br:22])C(=O)C1, predict the reaction product. The product is: [Br:22][C:12]1[N:11]([CH3:13])[N:10]=[C:9]([CH3:14])[C:8]=1[C:5]1[CH:4]=[CH:3][C:2]([F:1])=[CH:7][CH:6]=1. (3) Given the reactants [S:1]1[C:5]2[CH:6]=[CH:7][C:8]([CH2:10][CH2:11][O:12][CH2:13][CH2:14][CH2:15]O)=[CH:9][C:4]=2[CH:3]=[CH:2]1.C1(P(C2C=CC=CC=2)C2C=CC=CC=2)C=CC=CC=1.C(Br)(Br)(Br)[Br:37].O, predict the reaction product. The product is: [Br:37][CH2:15][CH2:14][CH2:13][O:12][CH2:11][CH2:10][C:8]1[CH:7]=[CH:6][C:5]2[S:1][CH:2]=[CH:3][C:4]=2[CH:9]=1. (4) Given the reactants [CH2:1]([O:6][C:7]1[CH:12]=[C:11]([CH3:13])[C:10]([C:14]2[CH:19]=[CH:18][CH:17]=[C:16]([CH2:20][O:21][C:22]3[CH:27]=[CH:26][C:25]([C:28]4([CH2:32][C:33]([O:35]CC)=[O:34])[CH2:31][O:30][CH2:29]4)=[CH:24][CH:23]=3)[CH:15]=2)=[C:9]([CH3:38])[CH:8]=1)[CH2:2][CH:3]([CH3:5])[CH3:4], predict the reaction product. The product is: [CH2:1]([O:6][C:7]1[CH:12]=[C:11]([CH3:13])[C:10]([C:14]2[CH:19]=[CH:18][CH:17]=[C:16]([CH2:20][O:21][C:22]3[CH:23]=[CH:24][C:25]([C:28]4([CH2:32][C:33]([OH:35])=[O:34])[CH2:29][O:30][CH2:31]4)=[CH:26][CH:27]=3)[CH:15]=2)=[C:9]([CH3:38])[CH:8]=1)[CH2:2][CH:3]([CH3:4])[CH3:5]. (5) Given the reactants Br[C:2]1[CH:3]=[C:4]2[C:9](=[CH:10][CH:11]=1)[N:8]=[C:7](Cl)[CH:6]=[CH:5]2.[CH3:13][O:14][C:15]1[CH:22]=[CH:21][CH:20]=[CH:19][C:16]=1[CH2:17][NH2:18].[CH2:23]=[CH:24][C:25]1[CH:30]=[CH:29][CH:28]=[CH:27][CH:26]=1, predict the reaction product. The product is: [CH3:13][O:14][C:15]1[CH:22]=[CH:21][CH:20]=[CH:19][C:16]=1[CH2:17][NH:18][C:7]1[CH:6]=[CH:5][C:4]2[C:9](=[CH:10][CH:11]=[C:2]([CH2:23][CH2:24][C:25]3[CH:30]=[CH:29][CH:28]=[CH:27][CH:26]=3)[CH:3]=2)[N:8]=1. (6) The product is: [F:21][C:22]1[CH:23]=[C:24]([CH:27]=[CH:28][CH:29]=1)[CH2:25][N:1]1[CH2:5][CH2:4][CH2:3][C@@H:2]1[C:6]([NH:8][C@H:9]([C:11]1[CH:12]=[CH:13][C:14]([C:15]([O:17][CH3:18])=[O:16])=[CH:19][CH:20]=1)[CH3:10])=[O:7]. Given the reactants [NH:1]1[CH2:5][CH2:4][CH2:3][C@@H:2]1[C:6]([NH:8][C@H:9]([C:11]1[CH:20]=[CH:19][C:14]([C:15]([O:17][CH3:18])=[O:16])=[CH:13][CH:12]=1)[CH3:10])=[O:7].[F:21][C:22]1[CH:23]=[C:24]([CH:27]=[CH:28][CH:29]=1)[CH2:25]Br.C([O-])([O-])=O.[Na+].[Na+], predict the reaction product. (7) Given the reactants [OH:1][C:2]1[CH:3]=[C:4]([C:11]([OH:13])=[O:12])[CH:5]=[C:6]2[C:10]=1[NH:9][N:8]=[CH:7]2.OS(O)(=O)=O.[CH3:19][CH2:20]O, predict the reaction product. The product is: [OH:1][C:2]1[CH:3]=[C:4]([C:11]([O:13][CH2:19][CH3:20])=[O:12])[CH:5]=[C:6]2[C:10]=1[NH:9][N:8]=[CH:7]2. (8) Given the reactants [C:1]([C:5]1[CH:9]=[C:8]([NH2:10])[N:7]([C:11]2[CH:16]=[CH:15][C:14]([C:17]([F:20])([F:19])[F:18])=[CH:13][CH:12]=2)[N:6]=1)([CH3:4])([CH3:3])[CH3:2].Cl[C:22]([O:24][C:25]1[CH:30]=[CH:29][CH:28]=[CH:27][CH:26]=1)=[O:23], predict the reaction product. The product is: [C:1]([C:5]1[CH:9]=[C:8]([NH:10][C:22](=[O:23])[O:24][C:25]2[CH:30]=[CH:29][CH:28]=[CH:27][CH:26]=2)[N:7]([C:11]2[CH:16]=[CH:15][C:14]([C:17]([F:19])([F:20])[F:18])=[CH:13][CH:12]=2)[N:6]=1)([CH3:4])([CH3:2])[CH3:3]. (9) Given the reactants [C:1]([C:5]1[CH:6]=[C:7]([C:15]2[CH2:16][C:17]3[C:22]([CH:23]=2)=[CH:21][CH:20]=[CH:19][CH:18]=3)[CH:8]=[C:9]([C:11]([CH3:14])([CH3:13])[CH3:12])[CH:10]=1)([CH3:4])([CH3:3])[CH3:2].[CH2:24]([Li])[CH2:25][CH2:26][CH3:27].[Cl-:29].[Cl-].[Cl-].[Cl-].[Hf+4:33], predict the reaction product. The product is: [Cl-:29].[Cl-:29].[C:1]([C:5]1[CH:6]=[C:7]([C:15]2[CH:23]([Hf+2:33][CH:24]3[C:17]4[C:27](=[CH:22][CH:23]=[CH:15][CH:16]=4)[CH:26]=[C:25]3[C:7]3[CH:6]=[C:5]([C:1]([CH3:3])([CH3:2])[CH3:4])[CH:10]=[C:9]([C:11]([CH3:14])([CH3:13])[CH3:12])[CH:8]=3)[C:22]3[C:17]([CH:16]=2)=[CH:18][CH:19]=[CH:20][CH:21]=3)[CH:8]=[C:9]([C:11]([CH3:14])([CH3:13])[CH3:12])[CH:10]=1)([CH3:2])([CH3:3])[CH3:4].